This data is from Forward reaction prediction with 1.9M reactions from USPTO patents (1976-2016). The task is: Predict the product of the given reaction. (1) Given the reactants Cl.[OH:2][CH:3]([CH2:17][CH2:18][CH2:19][CH3:20])[CH2:4][NH:5][CH2:6][C:7]1[CH:12]=[CH:11][C:10]([S:13]([NH2:16])(=[O:15])=[O:14])=[CH:9][CH:8]=1.[C:21]([C:29]1[CH:37]=[C:36]([Br:38])[CH:35]=[CH:34][C:30]=1[C:31](O)=[O:32])(=O)[C:22]1[CH:27]=[CH:26][CH:25]=[CH:24][CH:23]=1, predict the reaction product. The product is: [Br:38][C:36]1[CH:37]=[C:29]2[C:30](=[CH:34][CH:35]=1)[C:31](=[O:32])[N:5]([CH2:6][C:7]1[CH:8]=[CH:9][C:10]([S:13]([NH2:16])(=[O:14])=[O:15])=[CH:11][CH:12]=1)[C:4]([C:3](=[O:2])[CH2:17][CH2:18][CH2:19][CH3:20])=[C:21]2[C:22]1[CH:27]=[CH:26][CH:25]=[CH:24][CH:23]=1. (2) Given the reactants C[O:2][C:3]([C:5]1[CH:14]=[C:13]([O:15][CH2:16][C:17](=[O:27])[NH:18][CH2:19][CH2:20][C:21]2[CH:26]=[CH:25][CH:24]=[CH:23][CH:22]=2)[C:12]2[C:7](=[CH:8][C:9]([Cl:29])=[CH:10][C:11]=2[Cl:28])[CH:6]=1)=[O:4].[Li+].[OH-], predict the reaction product. The product is: [Cl:28][C:11]1[CH:10]=[C:9]([Cl:29])[CH:8]=[C:7]2[C:12]=1[C:13]([O:15][CH2:16][C:17](=[O:27])[NH:18][CH2:19][CH2:20][C:21]1[CH:26]=[CH:25][CH:24]=[CH:23][CH:22]=1)=[CH:14][C:5]([C:3]([OH:4])=[O:2])=[CH:6]2. (3) Given the reactants [F:1][C:2]([F:20])([F:19])[C:3]1[CH:18]=[CH:17][C:6]([CH2:7][O:8][C:9]2[CH:16]=[CH:15][C:12]([CH:13]=O)=[CH:11][CH:10]=2)=[CH:5][CH:4]=1.[NH2:21][C:22]1[CH:23]=[C:24]([CH:29]2[CH2:34][CH2:33][N:32]([C:35]([O:37][C:38]([CH3:41])([CH3:40])[CH3:39])=[O:36])[CH2:31][CH2:30]2)[CH:25]=[N:26][C:27]=1[NH2:28].C(OI(C1C=CC=CC=1)OC(=O)C)(=O)C, predict the reaction product. The product is: [F:1][C:2]([F:20])([F:19])[C:3]1[CH:18]=[CH:17][C:6]([CH2:7][O:8][C:9]2[CH:16]=[CH:15][C:12]([C:13]3[NH:28][C:27]4=[N:26][CH:25]=[C:24]([CH:29]5[CH2:34][CH2:33][N:32]([C:35]([O:37][C:38]([CH3:40])([CH3:39])[CH3:41])=[O:36])[CH2:31][CH2:30]5)[CH:23]=[C:22]4[N:21]=3)=[CH:11][CH:10]=2)=[CH:5][CH:4]=1.